From a dataset of Reaction yield outcomes from USPTO patents with 853,638 reactions. Predict the reaction yield, written as a fraction of the theoretical maximum amount of product (1.0 means a 100% yield; for example, 0.34 means a 34% yield). The reactants are [CH3:1][C:2]1[O:6][N:5]=[C:4]([C:7]2[CH:12]=[CH:11][CH:10]=[CH:9][CH:8]=2)[C:3]=1[CH2:13][OH:14].[H-].[Na+].Cl[C:18]1[CH:25]=[CH:24][C:21]([C:22]#[N:23])=[CH:20][N:19]=1. The catalyst is C1COCC1.C(OCC)(=O)C. The product is [CH3:1][C:2]1[O:6][N:5]=[C:4]([C:7]2[CH:12]=[CH:11][CH:10]=[CH:9][CH:8]=2)[C:3]=1[CH2:13][O:14][C:18]1[CH:25]=[CH:24][C:21]([C:22]#[N:23])=[CH:20][N:19]=1. The yield is 0.910.